From a dataset of Merck oncology drug combination screen with 23,052 pairs across 39 cell lines. Regression. Given two drug SMILES strings and cell line genomic features, predict the synergy score measuring deviation from expected non-interaction effect. (1) Drug 1: CCC1(O)C(=O)OCc2c1cc1n(c2=O)Cc2cc3c(CN(C)C)c(O)ccc3nc2-1. Drug 2: CCc1cnn2c(NCc3ccc[n+]([O-])c3)cc(N3CCCCC3CCO)nc12. Cell line: HT29. Synergy scores: synergy=-17.1. (2) Drug 1: CCC1(O)CC2CN(CCc3c([nH]c4ccccc34)C(C(=O)OC)(c3cc4c(cc3OC)N(C)C3C(O)(C(=O)OC)C(OC(C)=O)C5(CC)C=CCN6CCC43C65)C2)C1. Drug 2: COC1=C2CC(C)CC(OC)C(O)C(C)C=C(C)C(OC(N)=O)C(OC)C=CC=C(C)C(=O)NC(=CC1=O)C2=O. Cell line: RPMI7951. Synergy scores: synergy=-11.9. (3) Drug 1: CC(=O)OC1C(=O)C2(C)C(O)CC3OCC3(OC(C)=O)C2C(OC(=O)c2ccccc2)C2(O)CC(OC(=O)C(O)C(NC(=O)c3ccccc3)c3ccccc3)C(C)=C1C2(C)C. Drug 2: O=C(NOCC(O)CO)c1ccc(F)c(F)c1Nc1ccc(I)cc1F. Cell line: SW620. Synergy scores: synergy=33.3. (4) Drug 1: C=CCn1c(=O)c2cnc(Nc3ccc(N4CCN(C)CC4)cc3)nc2n1-c1cccc(C(C)(C)O)n1. Drug 2: Cn1cc(-c2cnn3c(N)c(Br)c(C4CCCNC4)nc23)cn1. Cell line: SW837. Synergy scores: synergy=28.5. (5) Drug 1: O=C(NOCC(O)CO)c1ccc(F)c(F)c1Nc1ccc(I)cc1F. Drug 2: Cn1c(=O)n(-c2ccc(C(C)(C)C#N)cc2)c2c3cc(-c4cnc5ccccc5c4)ccc3ncc21. Cell line: MSTO. Synergy scores: synergy=29.7. (6) Drug 1: CCC1(O)CC2CN(CCc3c([nH]c4ccccc34)C(C(=O)OC)(c3cc4c(cc3OC)N(C)C3C(O)(C(=O)OC)C(OC(C)=O)C5(CC)C=CCN6CCC43C65)C2)C1. Drug 2: CCc1cnn2c(NCc3ccc[n+]([O-])c3)cc(N3CCCCC3CCO)nc12. Cell line: T47D. Synergy scores: synergy=-60.0.